This data is from Catalyst prediction with 721,799 reactions and 888 catalyst types from USPTO. The task is: Predict which catalyst facilitates the given reaction. (1) Reactant: [NH:1]1[CH:5]=[C:4]([C:6]([O:8]C(C)(C)C)=[O:7])[N:3]=[C:2]1[C:13]([O:15][CH2:16][CH3:17])=[O:14].C(O)(C(F)(F)F)=O. Product: [CH2:16]([O:15][C:13]([C:2]1[NH:1][CH:5]=[C:4]([C:6]([OH:8])=[O:7])[N:3]=1)=[O:14])[CH3:17]. The catalyst class is: 2. (2) Reactant: [CH:1]([O:4][C:5]1[CH:19]=[CH:18][C:8]([O:9][C:10]2[S:11][C:12]([C:15]([NH2:17])=[O:16])=[CH:13][N:14]=2)=[CH:7][CH:6]=1)([CH3:3])[CH3:2].Cl[C:21]([S:23]Cl)=[O:22]. Product: [CH:1]([O:4][C:5]1[CH:19]=[CH:18][C:8]([O:9][C:10]2[S:11][C:12]([C:15]3[O:16][C:21](=[O:22])[S:23][N:17]=3)=[CH:13][N:14]=2)=[CH:7][CH:6]=1)([CH3:3])[CH3:2]. The catalyst class is: 11. (3) Reactant: CCCP(O)(O)=O.Cl.[Cl:9][C:10]1[CH:15]=[CH:14][C:13]([CH:16]2[CH2:21][CH2:20][CH2:19][NH:18][CH2:17]2)=[C:12]([O:22][CH2:23][CH3:24])[CH:11]=1.C(N(CC)CC)C.[CH3:32][N:33]([CH3:43])[C:34]1[CH:35]=[C:36]([CH:40]=[CH:41][N:42]=1)[C:37](O)=[O:38]. Product: [Cl:9][C:10]1[CH:15]=[CH:14][C:13]([CH:16]2[CH2:21][CH2:20][CH2:19][N:18]([C:37]([C:36]3[CH:40]=[CH:41][N:42]=[C:34]([N:33]([CH3:43])[CH3:32])[CH:35]=3)=[O:38])[CH2:17]2)=[C:12]([O:22][CH2:23][CH3:24])[CH:11]=1. The catalyst class is: 2. (4) Reactant: C(O)(C(F)(F)F)=O.CC([N:12]([C:16]([CH3:39])([CH3:38])[C:17]([NH:19][C:20]1[CH:21]=[N:22][C:23]([O:26][C:27]2[CH:36]=[CH:35][CH:34]=[C:33]3[C:28]=2[CH2:29][CH:30]([CH3:37])[CH2:31][O:32]3)=[CH:24][CH:25]=1)=[O:18])C(=O)[O-])(C)C. Product: [CH3:39][C:16]([C:17]([NH:19][C:20]1[CH:21]=[N:22][C:23]([O:26][C:27]2[CH:36]=[CH:35][CH:34]=[C:33]3[C:28]=2[CH2:29][CH:30]([CH3:37])[CH2:31][O:32]3)=[CH:24][CH:25]=1)=[O:18])([CH3:38])[NH2:12]. The catalyst class is: 4. (5) Reactant: [Cl:1][C:2]1[CH:7]=[C:6]([N+:8]([O-:10])=[O:9])[C:5]([NH:11][C:12](=[O:23])[C:13]2[CH:18]=[CH:17][C:16]([CH2:19][N:20]([CH3:22])[CH3:21])=[CH:15][CH:14]=2)=[CH:4][C:3]=1[N:24]1[CH2:29][CH2:28][N:27](C(OC(C)(C)C)=O)[CH2:26][CH2:25]1. Product: [Cl:1][C:2]1[C:3]([N:24]2[CH2:25][CH2:26][NH:27][CH2:28][CH2:29]2)=[CH:4][C:5]([NH:11][C:12](=[O:23])[C:13]2[CH:14]=[CH:15][C:16]([CH2:19][N:20]([CH3:22])[CH3:21])=[CH:17][CH:18]=2)=[C:6]([N+:8]([O-:10])=[O:9])[CH:7]=1. The catalyst class is: 137. (6) Reactant: [CH:1]1([CH2:4][O:5][C:6]2[CH:15]=[CH:14][C:9]([CH2:10][N:11]([CH3:13])[CH3:12])=[CH:8][C:7]=2[N+:16]([O-])=O)[CH2:3][CH2:2]1.O.NN. Product: [NH2:16][C:7]1[CH:8]=[C:9]([CH:14]=[CH:15][C:6]=1[O:5][CH2:4][CH:1]1[CH2:3][CH2:2]1)[CH2:10][N:11]([CH3:13])[CH3:12]. The catalyst class is: 178. (7) Reactant: S(O)(O)(=O)=O.[F:6][CH2:7][CH2:8][N:9]1[C:13]([NH2:14])=[C:12]([NH2:15])[CH:11]=[N:10]1.O=C1CCC(=O)N1[O:23][C:24](=O)[CH2:25][CH2:26][NH:27][C:28](=[O:34])[O:29][C:30]([CH3:33])([CH3:32])[CH3:31].C(=O)([O-])O.[Na+].[Cl-].[Na+]. Product: [NH2:14][C:13]1[N:9]([CH2:8][CH2:7][F:6])[N:10]=[CH:11][C:12]=1[NH:15][C:24](=[O:23])[CH2:25][CH2:26][NH:27][C:28](=[O:34])[O:29][C:30]([CH3:31])([CH3:32])[CH3:33]. The catalyst class is: 7. (8) Reactant: [C:1]([CH2:4][CH2:5][C:6]1[C:7]([CH3:27])=[C:8](C(O)=O)[NH:9][C:10]=1[CH:11]=[C:12]1[C:20]2[C:15](=[CH:16][CH:17]=[C:18]([O:21][CH3:22])[CH:19]=2)[NH:14][C:13]1=[O:23])([OH:3])=[O:2].[OH-].[K+].O.Cl. Product: [CH3:22][O:21][C:18]1[CH:19]=[C:20]2[C:15](=[CH:16][CH:17]=1)[NH:14][C:13](=[O:23])[C:12]2=[CH:11][C:10]1[NH:9][CH:8]=[C:7]([CH3:27])[C:6]=1[CH2:5][CH2:4][C:1]([OH:3])=[O:2]. The catalyst class is: 196.